Dataset: Full USPTO retrosynthesis dataset with 1.9M reactions from patents (1976-2016). Task: Predict the reactants needed to synthesize the given product. (1) Given the product [NH2:23][C:20]1[CH:21]=[CH:22][C:17]([O:16][C:12]2[CH:11]=[CH:10][N:15]=[C:14]([NH:8][CH2:1][C:2]3[CH:7]=[CH:6][CH:5]=[CH:4][CH:3]=3)[CH:38]=2)=[C:18]([F:37])[CH:19]=1, predict the reactants needed to synthesize it. The reactants are: [CH2:1]([NH2:8])[C:2]1[CH:7]=[CH:6][CH:5]=[CH:4][CH:3]=1.N[C:10]1[N:15]=[CH:14]N=[C:12]([O:16][C:17]2[CH:22]=[CH:21][C:20]([NH:23]C(NC(=O)CC3C=CC(F)=CC=3)=S)=[CH:19][C:18]=2[F:37])[CH:11]=1.[C:38]([O-])([O-])=O.[K+].[K+]. (2) Given the product [C:1]([C:3]1([NH:6][C:7](=[O:27])[C@@H:8]([NH:13][C@@H:14]([C:20]2[CH:25]=[CH:24][C:23]([C:32]3[CH:31]=[CH:30][C:29]([F:28])=[CH:34][C:33]=3[F:35])=[CH:22][CH:21]=2)[C:15]2[S:16][CH:17]=[CH:18][N:19]=2)[CH2:9][CH:10]([CH3:12])[CH3:11])[CH2:5][CH2:4]1)#[N:2], predict the reactants needed to synthesize it. The reactants are: [C:1]([C:3]1([NH:6][C:7](=[O:27])[C@@H:8]([NH:13][C@@H:14]([C:20]2[CH:25]=[CH:24][C:23](Br)=[CH:22][CH:21]=2)[C:15]2[S:16][CH:17]=[CH:18][N:19]=2)[CH2:9][CH:10]([CH3:12])[CH3:11])[CH2:5][CH2:4]1)#[N:2].[F:28][C:29]1[CH:34]=[C:33]([F:35])[CH:32]=[CH:31][C:30]=1B(O)O. (3) Given the product [CH3:18][C:2]1[CH:14]=[CH:13][C:5]2[C:6](=[O:12])[CH2:7][CH2:8][C:9](=[O:11])[NH:10][C:4]=2[CH:3]=1, predict the reactants needed to synthesize it. The reactants are: I[C:2]1[CH:14]=[CH:13][C:5]2[C:6](=[O:12])[CH2:7][CH2:8][C:9](=[O:11])[NH:10][C:4]=2[CH:3]=1.[F-].[K+].[Sn](C)(C)(C)[CH3:18].CCOC(C)=O. (4) Given the product [CH2:7]([N:14]1[CH2:19][CH:18]2[CH:16]([CH:17]2[NH:20][CH2:21][CH3:22])[CH2:15]1)[C:8]1[CH:9]=[CH:10][CH:11]=[CH:12][CH:13]=1, predict the reactants needed to synthesize it. The reactants are: [H-].[Al+3].[Li+].[H-].[H-].[H-].[CH2:7]([N:14]1[CH2:19][CH:18]2[CH:16]([CH:17]2[NH:20][C:21](=O)[CH3:22])[CH2:15]1)[C:8]1[CH:13]=[CH:12][CH:11]=[CH:10][CH:9]=1. (5) Given the product [NH2:7][C@H:8]([C:10]1[CH:11]=[C:12]([NH:16][CH2:17][C:18]2[CH:19]=[N:20][CH:21]=[CH:22][CH:23]=2)[CH:13]=[CH:14][CH:15]=1)[CH3:9], predict the reactants needed to synthesize it. The reactants are: C(OC(=O)[NH:7][C@H:8]([C:10]1[CH:15]=[CH:14][CH:13]=[C:12]([NH:16][CH2:17][C:18]2[CH:19]=[N:20][CH:21]=[CH:22][CH:23]=2)[CH:11]=1)[CH3:9])(C)(C)C.Cl. (6) Given the product [CH:1]([CH:4]1[C:13]2=[N:26][NH:27][C:15](=[O:16])[C:11]3[CH:10]=[CH:9][CH:8]=[C:7]([C:12]=32)[NH:6][CH:5]1[C:19]1[CH:20]=[CH:21][CH:22]=[CH:23][CH:24]=1)([CH3:2])[CH3:3], predict the reactants needed to synthesize it. The reactants are: [CH:1]([CH:4]1[C:13](=O)[C:12]2[C:11]([C:15](OC)=[O:16])=[CH:10][CH:9]=[CH:8][C:7]=2[NH:6][CH:5]1[C:19]1[CH:24]=[CH:23][CH:22]=[CH:21][CH:20]=1)([CH3:3])[CH3:2].O.[NH2:26][NH2:27]. (7) Given the product [N:2]1([CH2:7][C:8]2[CH:13]=[CH:12][C:11]([CH2:14][CH2:15][NH2:16])=[CH:10][CH:9]=2)[CH2:6][CH2:5][CH2:4][CH2:3]1, predict the reactants needed to synthesize it. The reactants are: Cl.[N:2]1([CH2:7][C:8]2[CH:13]=[CH:12][C:11]([CH2:14][CH2:15][NH:16]C(=O)OC(C)(C)C)=[CH:10][CH:9]=2)[CH2:6][CH2:5][CH2:4][CH2:3]1.S(Cl)(Cl)=O. (8) Given the product [C:1]([O:5][CH:6]1[CH:8]([C:9]2[CH:14]=[CH:13][C:12]([CH3:15])=[CH:11][N:10]=2)[CH:7]1[CH2:16][OH:17])([CH3:4])([CH3:3])[CH3:2], predict the reactants needed to synthesize it. The reactants are: [C:1]([O:5][CH:6]1[CH:8]([C:9]2[CH:14]=[CH:13][C:12]([CH3:15])=[CH:11][N:10]=2)[CH:7]1[C:16](OCC)=[O:17])([CH3:4])([CH3:3])[CH3:2].[H-].[H-].[H-].[H-].[Al+3].[Li+]. (9) Given the product [Cl:25][C:22]1[CH:23]=[CH:24][C:19]([C@@H:8]([C:5]2[CH:6]=[CH:7][C:2]([S:28]([CH3:27])(=[O:30])=[O:29])=[CH:3][CH:4]=2)[CH2:9][C:10]([C:12]2[CH:17]=[CH:16][N:15]=[C:14]([CH3:18])[CH:13]=2)=[O:11])=[C:20]([CH3:26])[CH:21]=1, predict the reactants needed to synthesize it. The reactants are: Br[C:2]1[CH:7]=[CH:6][C:5]([C@H:8]([C:19]2[CH:24]=[CH:23][C:22]([Cl:25])=[CH:21][C:20]=2[CH3:26])[CH2:9][C:10]([C:12]2[CH:17]=[CH:16][N:15]=[C:14]([CH3:18])[CH:13]=2)=[O:11])=[CH:4][CH:3]=1.[CH3:27][S:28]([O-:30])=[O:29].[Na+].N1CCC[C@H]1C(O)=O.[OH-].[Na+]. (10) Given the product [F:16][C:17]([F:28])([F:27])[C:18]1[CH:23]=[CH:22][C:21]([C:2]2[CH:7]=[C:6]([C:8]#[N:9])[CH:5]=[CH:4][N:3]=2)=[CH:20][CH:19]=1, predict the reactants needed to synthesize it. The reactants are: Cl[C:2]1[CH:7]=[C:6]([C:8]#[N:9])[CH:5]=[CH:4][N:3]=1.O.C(=O)(O)[O-].[Na+].[F:16][C:17]([F:28])([F:27])[C:18]1[CH:23]=[CH:22][C:21](B(O)O)=[CH:20][CH:19]=1.